From a dataset of Full USPTO retrosynthesis dataset with 1.9M reactions from patents (1976-2016). Predict the reactants needed to synthesize the given product. (1) The reactants are: [ClH:1].[C:2]([O:5][C@H:6]1[C@H:10]([O:11][C:12](=[O:14])[CH3:13])[C@H:9]([C:15]2[CH:20]=[CH:19][C:18]([NH:21]C(OC(C)(C)C)=O)=[CH:17][CH:16]=2)[N:8]([C:29]2[CH:34]=[CH:33][C:32]([F:35])=[CH:31][CH:30]=2)[C@H:7]1[C:36]1[CH:41]=[CH:40][C:39]([NH:42]C(OC(C)(C)C)=O)=[CH:38][CH:37]=1)(=[O:4])[CH3:3].CCOCC. Given the product [ClH:1].[ClH:1].[C:12]([O:11][C@H:10]1[C@H:6]([O:5][C:2](=[O:4])[CH3:3])[C@H:7]([C:36]2[CH:37]=[CH:38][C:39]([NH2:42])=[CH:40][CH:41]=2)[N:8]([C:29]2[CH:34]=[CH:33][C:32]([F:35])=[CH:31][CH:30]=2)[C@H:9]1[C:15]1[CH:16]=[CH:17][C:18]([NH2:21])=[CH:19][CH:20]=1)(=[O:14])[CH3:13], predict the reactants needed to synthesize it. (2) The reactants are: [CH:1]([C:4]1[CH:9]=[CH:8][C:7]([C:10]2[N:15]=[C:14]([C:16]3[CH:26]=[CH:25][C:19]([C:20]([O:22]CC)=[O:21])=[CH:18][CH:17]=3)[CH:13]=[CH:12][N:11]=2)=[CH:6][CH:5]=1)([CH3:3])[CH3:2].O.[OH-].[Li+]. Given the product [CH:1]([C:4]1[CH:5]=[CH:6][C:7]([C:10]2[N:15]=[C:14]([C:16]3[CH:26]=[CH:25][C:19]([C:20]([OH:22])=[O:21])=[CH:18][CH:17]=3)[CH:13]=[CH:12][N:11]=2)=[CH:8][CH:9]=1)([CH3:3])[CH3:2], predict the reactants needed to synthesize it. (3) Given the product [C:14]([C:16]1[C:17]([N:29]2[CH2:32][CH:31]([C:33](=[O:34])[NH:13][S:10]([CH2:9][C:3]3[C:4]([F:8])=[CH:5][CH:6]=[CH:7][C:2]=3[F:1])(=[O:12])=[O:11])[CH2:30]2)=[N:18][C:19]([CH2:27][CH3:28])=[C:20]([CH:21]=1)[C:22]([O:24][CH2:25][CH3:26])=[O:23])#[N:15], predict the reactants needed to synthesize it. The reactants are: [F:1][C:2]1[CH:7]=[CH:6][CH:5]=[C:4]([F:8])[C:3]=1[CH2:9][S:10]([NH2:13])(=[O:12])=[O:11].[C:14]([C:16]1[C:17]([N:29]2[CH2:32][CH:31]([C:33](O)=[O:34])[CH2:30]2)=[N:18][C:19]([CH2:27][CH3:28])=[C:20]([C:22]([O:24][CH2:25][CH3:26])=[O:23])[CH:21]=1)#[N:15].CN(C(ON1N=NC2C=CC=CC1=2)=[N+](C)C)C.[B-](F)(F)(F)F.CCN(C(C)C)C(C)C.OS([O-])(=O)=O.[K+].